This data is from Reaction yield outcomes from USPTO patents with 853,638 reactions. The task is: Predict the reaction yield, written as a fraction of the theoretical maximum amount of product (1.0 means a 100% yield; for example, 0.34 means a 34% yield). (1) The reactants are Br[C:2]1[CH:7]=[CH:6][C:5]([N:8]2[CH2:13][CH2:12][O:11][CH2:10][C:9]2=[O:14])=[CH:4][CH:3]=1.[CH3:15][C:16]1([CH3:32])[C:20]([CH3:22])([CH3:21])[O:19][B:18]([B:18]2[O:19][C:20]([CH3:22])([CH3:21])[C:16]([CH3:32])([CH3:15])[O:17]2)[O:17]1.C([O-])(=O)C.[K+].N#N. The catalyst is O1CCOCC1.C1C=CC(P(C2C=CC=CC=2)[C-]2C=CC=C2)=CC=1.C1C=CC(P(C2C=CC=CC=2)[C-]2C=CC=C2)=CC=1.Cl[Pd]Cl.[Fe+2].C(Cl)Cl. The product is [CH3:15][C:16]1([CH3:32])[C:20]([CH3:22])([CH3:21])[O:19][B:18]([C:2]2[CH:7]=[CH:6][C:5]([N:8]3[CH2:13][CH2:12][O:11][CH2:10][C:9]3=[O:14])=[CH:4][CH:3]=2)[O:17]1. The yield is 0.636. (2) The catalyst is CN(C=O)C.CCOC(C)=O. The reactants are [Cl:1][C:2]1[N:7]=[C:6]([Cl:8])[CH:5]=[C:4]([C:9]2[O:10][CH:11]=[CH:12][CH:13]=2)[N:3]=1.[Br:14]N1C(=O)CCC1=O. The yield is 0.990. The product is [Br:14][C:11]1[O:10][C:9]([C:4]2[CH:5]=[C:6]([Cl:8])[N:7]=[C:2]([Cl:1])[N:3]=2)=[CH:13][CH:12]=1. (3) The reactants are [C:1]([O:5][C:6]([N:8]1[CH2:12][CH2:11][CH2:10][C@@H:9]1[CH2:13][O:14][C:15]1[CH:20]=[CH:19][C:18]([OH:21])=[CH:17][CH:16]=1)=[O:7])([CH3:4])([CH3:3])[CH3:2].[F:22][C:23]([F:33])([F:32])[C:24]1[CH:25]=[C:26]([CH:29]=[CH:30][CH:31]=1)[CH2:27]Br. No catalyst specified. The yield is 0.550. The product is [C:1]([O:5][C:6]([N:8]1[CH2:12][CH2:11][CH2:10][C@@H:9]1[CH2:13][O:14][C:15]1[CH:20]=[CH:19][C:18]([O:21][CH2:27][C:26]2[CH:29]=[CH:30][CH:31]=[C:24]([C:23]([F:22])([F:32])[F:33])[CH:25]=2)=[CH:17][CH:16]=1)=[O:7])([CH3:4])([CH3:2])[CH3:3]. (4) The reactants are [O:1]1[CH:5]=[CH:4][CH:3]=[C:2]1[C:6](Cl)=[O:7].[CH2:9]([N:16]1[C:25]2[C:20](=[CH:21][C:22]([F:26])=[CH:23][CH:24]=2)[C:19]([N:27]2[CH2:32][CH2:31][NH:30][CH2:29][CH2:28]2)=[C:18]([C:33]#[N:34])[C:17]1=[O:35])[C:10]1[CH:15]=[CH:14][CH:13]=[CH:12][CH:11]=1. The catalyst is N1C=CC=CC=1. The product is [CH2:9]([N:16]1[C:25]2[C:20](=[CH:21][C:22]([F:26])=[CH:23][CH:24]=2)[C:19]([N:27]2[CH2:32][CH2:31][N:30]([C:6]([C:2]3[O:1][CH:5]=[CH:4][CH:3]=3)=[O:7])[CH2:29][CH2:28]2)=[C:18]([C:33]#[N:34])[C:17]1=[O:35])[C:10]1[CH:15]=[CH:14][CH:13]=[CH:12][CH:11]=1. The yield is 0.730.